From a dataset of Catalyst prediction with 721,799 reactions and 888 catalyst types from USPTO. Predict which catalyst facilitates the given reaction. Reactant: [Cl:1][C:2]1[CH:3]=[C:4]([C:11]2[CH:16]=[CH:15][C:14]([N+:17]([O-:19])=[O:18])=[CH:13][CH:12]=2)[CH:5]=[CH:6][C:7]=1[C:8]([OH:10])=O.C(Cl)(=O)C(Cl)=O.Cl.[CH3:27][O:28][C:29](=[O:35])[C@H:30]([CH:32]([CH3:34])[CH3:33])[NH2:31].C(N(CC)CC)C. Product: [Cl:1][C:2]1[CH:3]=[C:4]([C:11]2[CH:16]=[CH:15][C:14]([N+:17]([O-:19])=[O:18])=[CH:13][CH:12]=2)[CH:5]=[CH:6][C:7]=1[C:8]([NH:31][C@H:30]([C:29]([O:28][CH3:27])=[O:35])[CH:32]([CH3:34])[CH3:33])=[O:10]. The catalyst class is: 59.